From a dataset of Full USPTO retrosynthesis dataset with 1.9M reactions from patents (1976-2016). Predict the reactants needed to synthesize the given product. (1) Given the product [Cl:1][C:2]1[C:7]2=[N:8][CH:9]=[C:10]([O:12][CH2:13][C:14]3[N:18]=[C:17]([CH3:16])[O:36][N:35]=3)[N:11]=[C:6]2[CH:5]=[CH:4][N:3]=1, predict the reactants needed to synthesize it. The reactants are: [Cl:1][C:2]1[C:7]2=[N:8][CH:9]=[C:10]([O:12][CH2:13][C:14]3O[CH:16]=[CH:17][N:18]=3)[N:11]=[C:6]2[CH:5]=[CH:4][N:3]=1.ClC1N=C2C=CN=C(Cl)C2=NC=1.CC1[O:36][N:35]=C(CO)N=1. (2) Given the product [Br:28][CH2:29][CH2:30][CH2:31][N:13]1[CH2:2][CH:3]([OH:4])[C:5]2[CH:9]=[CH:8][S:7][C:6]=2[S:10]1(=[O:12])=[O:11], predict the reactants needed to synthesize it. The reactants are: Br[CH2:2][C:3]([C:5]1[CH:9]=[CH:8][S:7][C:6]=1[S:10]([NH2:13])(=[O:12])=[O:11])=[O:4].[BH4-].[Na+].OC1C2C=CSC=2S(=O)(=O)NC1.[Br:28][CH2:29][CH2:30][CH2:31]Br.[H-].[Na+]. (3) Given the product [CH2:28]([O:27][C:25]([C:24]1[C:20]([C:17]2[CH:16]=[CH:15][C:14]([O:7][C:8]3[CH:9]=[CH:10][CH:11]=[CH:12][CH:13]=3)=[CH:19][CH:18]=2)=[N:21][N:22]([CH:45]2[CH2:41][CH2:42][N:43]([C:46]([O:48][C:49]([CH3:52])([CH3:51])[CH3:50])=[O:47])[CH2:44]2)[CH:23]=1)=[O:26])[CH3:29], predict the reactants needed to synthesize it. The reactants are: C([O-])([O-])=O.[Cs+].[Cs+].[O:7]([C:14]1[CH:19]=[CH:18][C:17]([C:20]2[C:24]([C:25]([O:27][CH2:28][CH3:29])=[O:26])=[CH:23][NH:22][N:21]=2)=[CH:16][CH:15]=1)[C:8]1[CH:13]=[CH:12][CH:11]=[CH:10][CH:9]=1.S(O[CH:41]1[CH2:45][CH2:44][N:43]([C:46]([O:48][C:49]([CH3:52])([CH3:51])[CH3:50])=[O:47])[CH2:42]1)(C1C=CC(C)=CC=1)(=O)=O. (4) Given the product [Cl:22][C:23]1[CH:28]=[C:27]([C:2]2[CH:7]=[C:6]([C:8]([F:11])([F:10])[F:9])[CH:5]=[C:4]([C:12]3[CH:17]=[CH:16][C:15]([C:18]([F:21])([F:20])[F:19])=[CH:14][CH:13]=3)[N:3]=2)[CH:26]=[CH:25][N:24]=1, predict the reactants needed to synthesize it. The reactants are: Br[C:2]1[CH:7]=[C:6]([C:8]([F:11])([F:10])[F:9])[CH:5]=[C:4]([C:12]2[CH:17]=[CH:16][C:15]([C:18]([F:21])([F:20])[F:19])=[CH:14][CH:13]=2)[N:3]=1.[Cl:22][C:23]1[CH:28]=[C:27](I)[CH:26]=[CH:25][N:24]=1. (5) Given the product [NH2:45][C:37]1[CH:36]=[C:35]([C:33]([NH:32][C@H:24]([CH2:25][CH:26]2[CH2:27][CH2:28][CH2:29][CH2:30][CH2:31]2)[C:23]([NH:22][CH:10]([CH2:9][O:8][CH2:1][C:2]2[CH:7]=[CH:6][CH:5]=[CH:4][CH:3]=2)[C:11](=[O:21])[C:12]([NH:14][CH2:15][C:16]([O:18][CH2:19][CH3:20])=[O:17])=[O:13])=[O:53])=[O:34])[CH:44]=[CH:43][C:38]=1[C:39]([O:41][CH3:42])=[O:40], predict the reactants needed to synthesize it. The reactants are: [CH2:1]([O:8][CH2:9][C@@H:10]([NH:22][C:23](=[O:53])[C@H:24]([NH:32][C:33]([C:35]1[CH:44]=[CH:43][C:38]([C:39]([O:41][CH3:42])=[O:40])=[C:37]([NH:45]C(OC(C)(C)C)=O)[CH:36]=1)=[O:34])[CH2:25][CH:26]1[CH2:31][CH2:30][CH2:29][CH2:28][CH2:27]1)[C:11](=[O:21])[C:12]([NH:14][CH2:15][C:16]([O:18][CH2:19][CH3:20])=[O:17])=[O:13])[C:2]1[CH:7]=[CH:6][CH:5]=[CH:4][CH:3]=1.C(O)(C(F)(F)F)=O. (6) The reactants are: [Br:1][C:2]1[CH:7]=[CH:6][C:5]([OH:8])=[C:4](I)[CH:3]=1.C1(P(C2C=CC=CC=2)C2C=CC=CC=2)C=CC=CC=1.C(NC(C)C)(C)C.[CH2:36]([N:40]1[CH2:44][CH2:43][CH2:42][C@H:41]1[CH3:45])[CH2:37][C:38]#[CH:39]. Given the product [Br:1][C:2]1[CH:7]=[CH:6][C:5]2[O:8][C:38]([CH2:37][CH2:36][N:40]3[CH2:44][CH2:43][CH2:42][C@H:41]3[CH3:45])=[CH:39][C:4]=2[CH:3]=1, predict the reactants needed to synthesize it. (7) Given the product [CH2:20]([N:27]([CH2:28][CH2:29][OH:30])[C:17]([CH:15]1[C:12]2[CH:13]=[CH:14][C:9]([O:8][CH2:1][C:2]3[CH:3]=[CH:4][CH:5]=[CH:6][CH:7]=3)=[CH:10][C:11]=2[CH2:16]1)=[O:19])[C:21]1[CH:26]=[CH:25][CH:24]=[CH:23][CH:22]=1, predict the reactants needed to synthesize it. The reactants are: [CH2:1]([O:8][C:9]1[CH:14]=[CH:13][C:12]2[CH:15]([C:17]([OH:19])=O)[CH2:16][C:11]=2[CH:10]=1)[C:2]1[CH:7]=[CH:6][CH:5]=[CH:4][CH:3]=1.[CH2:20]([NH:27][CH2:28][CH2:29][OH:30])[C:21]1[CH:26]=[CH:25][CH:24]=[CH:23][CH:22]=1.C(N(CC)CC)C.[O-]P1(OP([O-])(=O)OP([O-])(=O)OP([O-])(=O)O1)=O.[Na+].[Na+].[Na+].[Na+]. (8) Given the product [Br:36][C:7]1[C:8]2[N:9]([CH3:17])[C:10](=[O:16])[N:11]([CH3:15])[C:12](=[O:14])[C:13]=2[N:5]([CH2:4][C:3]2[CH:32]=[CH:33][CH:34]=[CH:35][C:2]=2[Cl:1])[C:6]=1[N:18]1[CH2:23][CH2:22][CH2:21][C@@H:20]([NH:24][C:25](=[O:31])[O:26][C:27]([CH3:29])([CH3:30])[CH3:28])[CH2:19]1, predict the reactants needed to synthesize it. The reactants are: [Cl:1][C:2]1[CH:35]=[CH:34][CH:33]=[CH:32][C:3]=1[CH2:4][N:5]1[C:13]2[C:12](=[O:14])[N:11]([CH3:15])[C:10](=[O:16])[N:9]([CH3:17])[C:8]=2[CH:7]=[C:6]1[N:18]1[CH2:23][CH2:22][CH2:21][C@@H:20]([NH:24][C:25](=[O:31])[O:26][C:27]([CH3:30])([CH3:29])[CH3:28])[CH2:19]1.[Br:36]N1C(=O)CCC1=O.S([O-])(O)(=O)=O.[K+]. (9) Given the product [NH2:18][C:19](=[O:35])[CH:20]([CH2:27][C:28]1[CH:33]=[CH:32][C:31]([NH:34][C:2]2[CH:7]=[C:6]([C:8]3[CH:13]=[CH:12][CH:11]=[C:10]([Cl:14])[CH:9]=3)[N:5]=[C:4]3[CH2:15][CH2:16][CH2:17][C:3]=23)=[CH:30][CH:29]=1)[C:21]([O:23][CH:24]([CH3:25])[CH3:26])=[O:22], predict the reactants needed to synthesize it. The reactants are: Cl[C:2]1[CH:7]=[C:6]([C:8]2[CH:13]=[CH:12][CH:11]=[C:10]([Cl:14])[CH:9]=2)[N:5]=[C:4]2[CH2:15][CH2:16][CH2:17][C:3]=12.[NH2:18][C:19](=[O:35])[CH:20]([CH2:27][C:28]1[CH:33]=[CH:32][C:31]([NH2:34])=[CH:30][CH:29]=1)[C:21]([O:23][CH:24]([CH3:26])[CH3:25])=[O:22].